Dataset: Reaction yield outcomes from USPTO patents with 853,638 reactions. Task: Predict the reaction yield, written as a fraction of the theoretical maximum amount of product (1.0 means a 100% yield; for example, 0.34 means a 34% yield). (1) The reactants are [Cl:1][C:2]1[CH:7]=[CH:6][CH:5]=[C:4]([Cl:8])[C:3]=1[N:9]1[C:13]([C:14]2[S:18][C:17]([NH2:19])=[N:16][CH:15]=2)=[CH:12][CH:11]=[N:10]1.CN1CCOCC1.[C:27](Cl)(=[O:31])[CH2:28][CH2:29][CH3:30]. The catalyst is C1COCC1. The product is [Cl:1][C:2]1[CH:7]=[CH:6][CH:5]=[C:4]([Cl:8])[C:3]=1[N:9]1[C:13]([C:14]2[S:18][C:17]([NH:19][C:27](=[O:31])[CH2:28][CH2:29][CH3:30])=[N:16][CH:15]=2)=[CH:12][CH:11]=[N:10]1. The yield is 0.180. (2) The reactants are [F:1][C:2]1[C:3]2[CH2:33][NH:32][C:31](=[O:34])[C:4]=2[C:5]([NH:23][C:24]2[CH:25]=[C:26]([CH3:30])[CH:27]=[CH:28][CH:29]=2)=[N:6][C:7]=1[NH:8][C@@H:9]1[CH2:14][CH2:13][CH2:12][CH2:11][C@@H:10]1[NH:15]C(=O)OC(C)(C)C.C(O)(C(F)(F)F)=O. The catalyst is C(Cl)Cl. The product is [NH2:15][C@H:10]1[CH2:11][CH2:12][CH2:13][CH2:14][C@H:9]1[NH:8][C:7]1[N:6]=[C:5]([NH:23][C:24]2[CH:25]=[C:26]([CH3:30])[CH:27]=[CH:28][CH:29]=2)[C:4]2[C:31](=[O:34])[NH:32][CH2:33][C:3]=2[C:2]=1[F:1]. The yield is 0.635.